This data is from Catalyst prediction with 721,799 reactions and 888 catalyst types from USPTO. The task is: Predict which catalyst facilitates the given reaction. (1) Reactant: [H-].[Na+].[N:3]1[CH:7]=[C:6]([CH2:8][N:9]([CH:19]([CH3:21])[CH3:20])[C:10]2[CH:15]=[CH:14][CH:13]=[C:12]([N+:16]([O-:18])=[O:17])[CH:11]=2)[NH:5][CH:4]=1.[CH3:22][Si:23]([CH3:30])([CH3:29])[CH2:24][CH2:25][O:26][CH2:27]Cl. Product: [CH:19]([N:9]([C:10]1[CH:15]=[CH:14][CH:13]=[C:12]([N+:16]([O-:18])=[O:17])[CH:11]=1)[CH2:8][C:6]1[N:5]([CH2:27][O:26][CH2:25][CH2:24][Si:23]([CH3:30])([CH3:29])[CH3:22])[CH:4]=[N:3][CH:7]=1)([CH3:21])[CH3:20]. The catalyst class is: 7. (2) Reactant: [Cl:1][C:2]1[CH:21]=[CH:20][C:19]([NH:22][CH2:23][CH2:24]Cl)=[CH:18][C:3]=1[C:4]([NH:6][CH2:7][C:8]12[CH2:17][CH:12]3[CH2:13][CH:14]([CH2:16][CH:10]([CH2:11]3)[CH2:9]1)[CH2:15]2)=[O:5].[NH2:26][CH2:27][CH2:28][CH2:29][N:30]1[CH:34]=[CH:33][N:32]=[CH:31]1.[I-].[Na+].C(=O)([O-])O.[Na+]. Product: [Cl:1][C:2]1[CH:21]=[CH:20][C:19]([NH:22][CH2:23][CH2:24][NH:26][CH2:27][CH2:28][CH2:29][N:30]2[CH:34]=[CH:33][N:32]=[CH:31]2)=[CH:18][C:3]=1[C:4]([NH:6][CH2:7][C:8]12[CH2:15][CH:14]3[CH2:16][CH:10]([CH2:11][CH:12]([CH2:13]3)[CH2:17]1)[CH2:9]2)=[O:5]. The catalyst class is: 571. (3) Reactant: [CH2:1]([O:5][C:6]1[N:11]=[CH:10][N:9]=[C:8]([C:12](=[O:19])[C:13]2[CH:18]=[CH:17][CH:16]=[CH:15][CH:14]=2)[CH:7]=1)[C:2]#[C:3][CH3:4].[BH4-].[Na+].[Cl-].[NH4+]. Product: [CH2:1]([O:5][C:6]1[N:11]=[CH:10][N:9]=[C:8]([CH:12]([OH:19])[C:13]2[CH:14]=[CH:15][CH:16]=[CH:17][CH:18]=2)[CH:7]=1)[C:2]#[C:3][CH3:4]. The catalyst class is: 8. (4) Reactant: [Cl:1][C:2]1[CH:8]=[CH:7][C:5]([NH2:6])=[CH:4][CH:3]=1.CO[C:11]1[C:12](=O)[C:13](=[O:17])[C:14]=1[O:15]C.C(N(CC)CC)C.[C:26]([N:28]=[C:29]([N:38]1[CH2:43][CH2:42][NH:41][CH:40]([C:44]2[CH:49]=[CH:48][CH:47]=[CH:46][CH:45]=2)[CH2:39]1)[NH:30][C:31]1[CH:36]=[CH:35][CH:34]=[CH:33][C:32]=1[CH3:37])#[N:27]. Product: [Cl:1][C:2]1[CH:8]=[CH:7][C:5]([NH:6][C:12]2[C:13](=[O:17])[C:14](=[O:15])[C:11]=2[N:41]2[CH2:42][CH2:43][N:38]([C:29](=[N:28][C:26]#[N:27])[NH:30][C:31]3[CH:36]=[CH:35][CH:34]=[CH:33][C:32]=3[CH3:37])[CH2:39][CH:40]2[C:44]2[CH:49]=[CH:48][CH:47]=[CH:46][CH:45]=2)=[CH:4][CH:3]=1. The catalyst class is: 111. (5) Reactant: [N+:1]([C:4]1[CH:5]=[N:6][NH:7][CH:8]=1)([O-:3])=[O:2].[C:9]1(B(O)O)[CH:14]=[CH:13][CH:12]=[CH:11][CH:10]=1.N1C=CC=CC=1. Product: [N+:1]([C:4]1[CH:5]=[N:6][N:7]([C:9]2[CH:14]=[CH:13][CH:12]=[CH:11][CH:10]=2)[CH:8]=1)([O-:3])=[O:2]. The catalyst class is: 221.